Dataset: NCI-60 drug combinations with 297,098 pairs across 59 cell lines. Task: Regression. Given two drug SMILES strings and cell line genomic features, predict the synergy score measuring deviation from expected non-interaction effect. (1) Drug 1: C1=NC2=C(N1)C(=S)N=C(N2)N. Drug 2: CC1C(C(CC(O1)OC2CC(CC3=C2C(=C4C(=C3O)C(=O)C5=C(C4=O)C(=CC=C5)OC)O)(C(=O)CO)O)N)O.Cl. Cell line: ACHN. Synergy scores: CSS=45.1, Synergy_ZIP=-7.73, Synergy_Bliss=-7.66, Synergy_Loewe=-12.5, Synergy_HSA=-5.17. (2) Drug 1: CC1OCC2C(O1)C(C(C(O2)OC3C4COC(=O)C4C(C5=CC6=C(C=C35)OCO6)C7=CC(=C(C(=C7)OC)O)OC)O)O. Drug 2: CC1C(C(CC(O1)OC2CC(OC(C2O)C)OC3=CC4=CC5=C(C(=O)C(C(C5)C(C(=O)C(C(C)O)O)OC)OC6CC(C(C(O6)C)O)OC7CC(C(C(O7)C)O)OC8CC(C(C(O8)C)O)(C)O)C(=C4C(=C3C)O)O)O)O. Cell line: HCT-15. Synergy scores: CSS=45.1, Synergy_ZIP=-0.445, Synergy_Bliss=0.959, Synergy_Loewe=-0.0105, Synergy_HSA=0.168. (3) Synergy scores: CSS=83.9, Synergy_ZIP=15.0, Synergy_Bliss=14.6, Synergy_Loewe=-15.5, Synergy_HSA=15.1. Drug 2: CC12CCC3C(C1CCC2OP(=O)(O)O)CCC4=C3C=CC(=C4)OC(=O)N(CCCl)CCCl.[Na+]. Drug 1: CC1=C(C(=CC=C1)Cl)NC(=O)C2=CN=C(S2)NC3=CC(=NC(=N3)C)N4CCN(CC4)CCO. Cell line: K-562. (4) Drug 1: CC1C(C(CC(O1)OC2CC(CC3=C2C(=C4C(=C3O)C(=O)C5=C(C4=O)C(=CC=C5)OC)O)(C(=O)CO)O)N)O.Cl. Drug 2: CC12CCC3C(C1CCC2O)C(CC4=C3C=CC(=C4)O)CCCCCCCCCS(=O)CCCC(C(F)(F)F)(F)F. Cell line: HCT116. Synergy scores: CSS=55.0, Synergy_ZIP=0.983, Synergy_Bliss=0.348, Synergy_Loewe=-4.08, Synergy_HSA=-0.0755.